Predict which catalyst facilitates the given reaction. From a dataset of Catalyst prediction with 721,799 reactions and 888 catalyst types from USPTO. Reactant: [OH-].[Na+].[CH2:3]([CH:7]([CH2:10][CH2:11][CH2:12][CH3:13])[CH:8]=[O:9])[CH2:4][CH2:5][CH3:6].C=O.C[CH2:17][O:18]CC. Product: [CH2:3]([C:7]([CH2:17][OH:18])([CH2:10][CH2:11][CH2:12][CH3:13])[CH:8]=[O:9])[CH2:4][CH2:5][CH3:6]. The catalyst class is: 24.